Dataset: CYP3A4 substrate classification data from Carbon-Mangels et al.. Task: Regression/Classification. Given a drug SMILES string, predict its absorption, distribution, metabolism, or excretion properties. Task type varies by dataset: regression for continuous measurements (e.g., permeability, clearance, half-life) or binary classification for categorical outcomes (e.g., BBB penetration, CYP inhibition). Dataset: cyp3a4_substrate_carbonmangels. (1) The drug is C=C1CC[C@H](O)C/C1=C/C=C1\CCC[C@@]2(C)[C@H]1CC[C@@H]2[C@H](C)CCCC(C)C. The result is 0 (non-substrate). (2) The drug is Fc1ccc(Cn2c(NC3CCNCC3)nc3ccccc32)cc1. The result is 1 (substrate). (3) The drug is CCOP(=S)(OCC)Oc1ccc([N+](=O)[O-])cc1. The result is 1 (substrate). (4) The molecule is CN(C)CCC[C@@]1(c2ccc(F)cc2)OCc2cc(C#N)ccc21. The result is 1 (substrate).